Dataset: Full USPTO retrosynthesis dataset with 1.9M reactions from patents (1976-2016). Task: Predict the reactants needed to synthesize the given product. The reactants are: CC([O-])(C)C.[K+].[NH:7]1[CH:11]=[CH:10][CH:9]=[N:8]1.Cl[C:13]1[C:30]2[C:17](=[C:18]3[C:27](=[CH:28][CH:29]=2)[C:26]2[C:21](=[CH:22][CH:23]=[CH:24][CH:25]=2)[S:20](=[O:32])(=[O:31])[NH:19]3)[N:16]=[CH:15][CH:14]=1. Given the product [N:7]1([C:13]2[C:30]3[C:17](=[C:18]4[C:27](=[CH:28][CH:29]=3)[C:26]3[C:21](=[CH:22][CH:23]=[CH:24][CH:25]=3)[S:20](=[O:31])(=[O:32])[NH:19]4)[N:16]=[CH:15][CH:14]=2)[CH:11]=[CH:10][CH:9]=[N:8]1, predict the reactants needed to synthesize it.